This data is from Forward reaction prediction with 1.9M reactions from USPTO patents (1976-2016). The task is: Predict the product of the given reaction. (1) Given the reactants CC1(C)C(C)(C)OB([C:9]2[CH:10]=[C:11]([N:15]3[C:27]4[CH:26]=[CH:25][CH:24]=[CH:23][C:22]=4[C:21]4[C:16]3=[CH:17][CH:18]=[CH:19][CH:20]=4)[CH:12]=[CH:13][CH:14]=2)O1.Br[C:30]1[CH:31]=[C:32]([C:36]2[N:40]([C:41]3[CH:46]=[CH:45][CH:44]=[CH:43][CH:42]=3)[C:39]3[CH:47]=[CH:48][CH:49]=[CH:50][C:38]=3[N:37]=2)[CH:33]=[N:34][CH:35]=1.C(=O)([O-])[O-].[Na+].[Na+], predict the reaction product. The product is: [C:41]1([N:40]2[C:39]3[CH:47]=[CH:48][CH:49]=[CH:50][C:38]=3[N:37]=[C:36]2[C:32]2[CH:31]=[C:30]([C:13]3[CH:12]=[C:11]([N:15]4[C:16]5[CH:17]=[CH:18][CH:19]=[CH:20][C:21]=5[C:22]5[C:27]4=[CH:26][CH:25]=[CH:24][CH:23]=5)[CH:10]=[CH:9][CH:14]=3)[CH:35]=[N:34][CH:33]=2)[CH:46]=[CH:45][CH:44]=[CH:43][CH:42]=1. (2) Given the reactants [Cl:1][C:2]1[CH:7]=[CH:6][C:5]([C@H:8]2[N:15]3[C:11]([S:12][C:13]([C:19]([OH:21])=O)=[C:14]3[CH:16]([CH3:18])[CH3:17])=[N:10][C@:9]2([C:23]2[CH:28]=[CH:27][C:26]([Cl:29])=[CH:25][CH:24]=2)[CH3:22])=[CH:4][CH:3]=1.[NH:30]1[CH2:38][CH2:37][CH2:36][C@H:31]1[C:32]([O:34][CH3:35])=[O:33], predict the reaction product. The product is: [Cl:1][C:2]1[CH:3]=[CH:4][C:5]([C@H:8]2[N:15]3[C:11]([S:12][C:13]([C:19]([N:30]4[CH2:38][CH2:37][CH2:36][C@H:31]4[C:32]([N:30]4[CH2:38][CH2:37][CH2:36][C@H:31]4[C:32]([O:34][CH3:35])=[O:33])=[O:33])=[O:21])=[C:14]3[CH:16]([CH3:18])[CH3:17])=[N:10][C@:9]2([C:23]2[CH:24]=[CH:25][C:26]([Cl:29])=[CH:27][CH:28]=2)[CH3:22])=[CH:6][CH:7]=1. (3) Given the reactants S(=O)(=O)(O)[O-].[K+].[K+].C(OC([C:13]1[C:17](=[O:18])[O:16][CH2:15][C:14]=1[O-])=O)C.[Cl:20][C:21]1[N:26]=[CH:25][C:24]([CH2:27][NH:28][CH2:29][CH:30]([F:32])[F:31])=[CH:23][CH:22]=1.O, predict the reaction product. The product is: [Cl:20][C:21]1[N:26]=[CH:25][C:24]([CH2:27][N:28]([CH2:29][CH:30]([F:32])[F:31])[C:14]2[CH2:15][O:16][C:17](=[O:18])[CH:13]=2)=[CH:23][CH:22]=1. (4) Given the reactants C(O[C:4](=[O:14])[CH:5]([C:12]#[N:13])[C:6]1[CH:11]=[CH:10][CH:9]=[CH:8][CH:7]=1)C.Cl.Cl.[CH2:17]([NH:24][NH2:25])[C:18]1[CH:23]=[CH:22][CH:21]=[CH:20][CH:19]=1.[CH2:26](N(CC)CC)C, predict the reaction product. The product is: [NH2:13][C:12]1[N:24]([CH2:17][C:18]2[CH:23]=[CH:22][CH:21]=[CH:20][CH:19]=2)[N:25]=[C:4]([OH:14])[C:5]=1[C:6]1[CH:7]=[CH:8][C:9]([CH3:26])=[CH:10][CH:11]=1. (5) Given the reactants [C:1]1([C:12]2[CH:17]=[CH:16][CH:15]=[CH:14][CH:13]=2)[CH:6]=[CH:5][C:4]([O:7][CH2:8][C:9]([OH:11])=O)=[CH:3][CH:2]=1.C1N=CN(C(N2C=NC=C2)=O)C=1.[NH2:30][C:31]1[CH:39]=[C:38]([O:40][CH3:41])[CH:37]=[CH:36][C:32]=1[C:33]([OH:35])=[O:34].C1(C)C=CC(S([O-])(=O)=O)=CC=1.[NH+]1C=CC=CC=1, predict the reaction product. The product is: [C:1]1([C:12]2[CH:17]=[CH:16][CH:15]=[CH:14][CH:13]=2)[CH:2]=[CH:3][C:4]([O:7][CH2:8][C:9]([NH:30][C:31]2[CH:39]=[C:38]([O:40][CH3:41])[CH:37]=[CH:36][C:32]=2[C:33]([OH:35])=[O:34])=[O:11])=[CH:5][CH:6]=1. (6) Given the reactants Br[C:2]1[N:7]=[C:6](/[CH:8]=[C:9]2/[C:10](=[O:15])[NH:11][C:12](=[O:14])[S:13]/2)[CH:5]=[CH:4][CH:3]=1.C(N(C(C)C)CC)(C)C.[NH:25]1[CH2:30][CH2:29][CH2:28][CH2:27][CH2:26]1, predict the reaction product. The product is: [N:25]1([C:2]2[N:7]=[C:6](/[CH:8]=[C:9]3/[C:10](=[O:15])[NH:11][C:12](=[O:14])[S:13]/3)[CH:5]=[CH:4][CH:3]=2)[CH2:30][CH2:29][CH2:28][CH2:27][CH2:26]1. (7) Given the reactants [F:1][C:2]1[C:7]([F:8])=[CH:6][CH:5]=[C:4]([C:9]([NH:11][O:12][CH2:13][CH2:14][OH:15])=[O:10])[C:3]=1[NH:16][C:17]1[CH:36]=[CH:35][C:20]([C:21](OC2C(F)=C(F)C(F)=C(F)C=2F)=[O:22])=[CH:19][CH:18]=1.[BH4-].[Na+].Cl, predict the reaction product. The product is: [F:1][C:2]1[C:3]([NH:16][C:17]2[CH:36]=[CH:35][C:20]([CH2:21][OH:22])=[CH:19][CH:18]=2)=[C:4]([CH:5]=[CH:6][C:7]=1[F:8])[C:9]([NH:11][O:12][CH2:13][CH2:14][OH:15])=[O:10].